From a dataset of Reaction yield outcomes from USPTO patents with 853,638 reactions. Predict the reaction yield, written as a fraction of the theoretical maximum amount of product (1.0 means a 100% yield; for example, 0.34 means a 34% yield). (1) The reactants are [C:1]([C:4]1[NH:8][C:7]([C:9]([O:11]C)=[O:10])=[C:6]([Cl:13])[CH:5]=1)(=[O:3])[CH3:2].CO.[Li+].[OH-]. The catalyst is C1COCC1. The product is [C:1]([C:4]1[NH:8][C:7]([C:9]([OH:11])=[O:10])=[C:6]([Cl:13])[CH:5]=1)(=[O:3])[CH3:2]. The yield is 0.760. (2) The reactants are [CH3:1][O:2][C:3]1[CH:4]=[C:5]([C:11]([C:15]2[CH:20]=[CH:19][CH:18]=[C:17]([OH:21])[CH:16]=2)=[CH:12][C:13]#[N:14])[CH:6]=[C:7]([O:9][CH3:10])[CH:8]=1.[S:22](Cl)(=[O:25])(=[O:24])[NH2:23].C(Cl)Cl.O. The catalyst is CC(N(C)C)=O. The product is [C:13]([CH:12]=[C:11]([C:15]1[CH:16]=[C:17]([O:21][S:22](=[O:25])(=[O:24])[NH2:23])[CH:18]=[CH:19][CH:20]=1)[C:5]1[CH:6]=[C:7]([O:9][CH3:10])[CH:8]=[C:3]([O:2][CH3:1])[CH:4]=1)#[N:14]. The yield is 0.890. (3) The reactants are [F:1][C:2]1[CH:32]=[CH:31][C:5]([CH2:6][NH:7][C:8]([C:10]2[N:11]=[C:12]3[N:17]([C:18](=[O:28])[C:19]=2[O:20][CH2:21][C:22]2[CH:27]=[CH:26][CH:25]=[CH:24][CH:23]=2)[CH2:16][CH2:15][O:14][C:13]3([CH3:30])[CH3:29])=[O:9])=[C:4](I)[CH:3]=1.[CH2:34]([OH:37])[C:35]#[CH:36]. No catalyst specified. The product is [F:1][C:2]1[CH:32]=[CH:31][C:5]([CH2:6][NH:7][C:8]([C:10]2[N:11]=[C:12]3[N:17]([C:18](=[O:28])[C:19]=2[O:20][CH2:21][C:22]2[CH:27]=[CH:26][CH:25]=[CH:24][CH:23]=2)[CH2:16][CH2:15][O:14][C:13]3([CH3:30])[CH3:29])=[O:9])=[C:4]([C:36]#[C:35][CH2:34][OH:37])[CH:3]=1. The yield is 0.850. (4) The reactants are [CH:1]1([N:6]2[C:10]3[N:11]=[C:12]([NH:15][C:16]4[N:21]=[CH:20][C:19]([C:22]5[CH2:23][CH2:24][NH:25][CH2:26][CH:27]=5)=[CH:18][CH:17]=4)[N:13]=[CH:14][C:9]=3[C:8]3[CH:28]=[CH:29][N:30]=[CH:31][C:7]2=3)[CH2:5][CH2:4][CH2:3][CH2:2]1. The catalyst is CO.[Pd]. The product is [CH:1]1([N:6]2[C:10]3[N:11]=[C:12]([NH:15][C:16]4[CH:17]=[CH:18][C:19]([CH:22]5[CH2:27][CH2:26][NH:25][CH2:24][CH2:23]5)=[CH:20][N:21]=4)[N:13]=[CH:14][C:9]=3[C:8]3[CH:28]=[CH:29][N:30]=[CH:31][C:7]2=3)[CH2:2][CH2:3][CH2:4][CH2:5]1. The yield is 0.330.